This data is from Full USPTO retrosynthesis dataset with 1.9M reactions from patents (1976-2016). The task is: Predict the reactants needed to synthesize the given product. (1) Given the product [CH3:32][C@@H:28]([O:27][C:25]1[CH:24]=[CH:23][CH:22]=[C:21]2[C:26]=1[C:17]([NH:16][C:12]1[CH:11]=[C:10]3[C:15](=[CH:14][CH:13]=1)[N:7]([CH2:6][C:2]1[S:1][CH:5]=[CH:4][N:3]=1)[N:8]=[CH:9]3)=[N:18][CH:19]=[N:20]2)[C:29]([N:33]1[CH2:38][CH2:37][O:36][CH2:35][CH2:34]1)=[O:30], predict the reactants needed to synthesize it. The reactants are: [S:1]1[CH:5]=[CH:4][N:3]=[C:2]1[CH2:6][N:7]1[C:15]2[C:10](=[CH:11][C:12]([NH:16][C:17]3[C:26]4[C:21](=[CH:22][CH:23]=[CH:24][C:25]=4[O:27][C@H:28]([CH3:32])[C:29](O)=[O:30])[N:20]=[CH:19][N:18]=3)=[CH:13][CH:14]=2)[CH:9]=[N:8]1.[NH:33]1[CH2:38][CH2:37][O:36][CH2:35][CH2:34]1. (2) Given the product [NH2:6][C:7]1[N:12]=[C:11]([NH:13][C@@H:14]([CH2:17][CH2:18][CH3:19])[CH2:15][OH:16])[C:10]([CH2:20][C:21]2[CH:26]=[CH:25][C:24]([CH2:27][C:28]([O:30][CH3:34])=[O:29])=[CH:23][C:22]=2[O:31][CH3:32])=[C:9]([CH3:33])[N:8]=1, predict the reactants needed to synthesize it. The reactants are: S(=O)(=O)(O)O.[NH2:6][C:7]1[N:12]=[C:11]([NH:13][C@@H:14]([CH2:17][CH2:18][CH3:19])[CH2:15][OH:16])[C:10]([CH2:20][C:21]2[CH:26]=[CH:25][C:24]([CH2:27][C:28]([OH:30])=[O:29])=[CH:23][C:22]=2[O:31][CH3:32])=[C:9]([CH3:33])[N:8]=1.[C:34]([O-])(O)=O.[Na+]. (3) The reactants are: Br[CH2:2][C:3]1[CH:4]=[C:5]([C:19]([O:21][CH3:22])=[O:20])[C:6]([C:9]2[CH:14]=[CH:13][CH:12]=[C:11]([C:15]([O:17][CH3:18])=[O:16])[CH:10]=2)=[CH:7][CH:8]=1.[C:23]([O-:26])(=[S:25])[CH3:24].[K+]. Given the product [C:23]([S:25][CH2:2][C:3]1[CH:4]=[C:5]([C:19]([O:21][CH3:22])=[O:20])[C:6]([C:9]2[CH:14]=[CH:13][CH:12]=[C:11]([C:15]([O:17][CH3:18])=[O:16])[CH:10]=2)=[CH:7][CH:8]=1)(=[O:26])[CH3:24], predict the reactants needed to synthesize it. (4) Given the product [F:9][C:10]1[CH:15]=[CH:14][CH:13]=[CH:12][C:11]=1[C:2]1[N:7]=[CH:6][C:5]([NH2:8])=[CH:4][CH:3]=1, predict the reactants needed to synthesize it. The reactants are: Cl[C:2]1[N:7]=[CH:6][C:5]([NH2:8])=[CH:4][CH:3]=1.[F:9][C:10]1[CH:15]=[CH:14][CH:13]=[CH:12][C:11]=1B(O)O. (5) Given the product [OH:9][C:3]1[CH:4]=[CH:5][C:6]([CH3:8])=[CH:7][C:2]=1[NH:1][C:13](=[O:14])[C:12]1[CH:16]=[C:17]([N+:20]([O-:22])=[O:21])[CH:18]=[CH:19][C:11]=1[F:10], predict the reactants needed to synthesize it. The reactants are: [NH2:1][C:2]1[CH:7]=[C:6]([CH3:8])[CH:5]=[CH:4][C:3]=1[OH:9].[F:10][C:11]1[CH:19]=[CH:18][C:17]([N+:20]([O-:22])=[O:21])=[CH:16][C:12]=1[C:13](Cl)=[O:14]. (6) Given the product [C:1]([CH:4]1[CH2:9][CH2:8][O:7][CH2:6][CH2:5]1)(=[O:3])[CH3:2], predict the reactants needed to synthesize it. The reactants are: [C:1]([C:4]1(C(OC)=O)[CH2:9][CH2:8][O:7][CH2:6][CH2:5]1)(=[O:3])[CH3:2].Cl.